From a dataset of Reaction yield outcomes from USPTO patents with 853,638 reactions. Predict the reaction yield, written as a fraction of the theoretical maximum amount of product (1.0 means a 100% yield; for example, 0.34 means a 34% yield). (1) The reactants are F[C:2](F)(F)[C:3]([O:5][C:6]1[C:11]([F:12])=[C:10]([F:13])[C:9]([F:14])=[C:8]([F:15])[C:7]=1[F:16])=[O:4].[N:19]([CH2:22][C@H:23]1[O:27][C:26](=[O:28])[N:25]([C:29]2[CH:34]=[CH:33]C(C(O)=O)=[C:31]([F:38])[CH:30]=2)[CH2:24]1)=[N+:20]=[N-:21].N1C=CC=CC=1.C(O)(=O)CC(CC(O)=O)(C(O)=O)O. The catalyst is CN(C=O)C.C(OCC)(=O)C. The product is [N:19]([CH2:22][C@H:23]1[O:27][C:26](=[O:28])[N:25]([C:29]2[CH:34]=[CH:33][C:2]([C:3]([O:5][C:6]3[C:11]([F:12])=[C:10]([F:13])[C:9]([F:14])=[C:8]([F:15])[C:7]=3[F:16])=[O:4])=[C:31]([F:38])[CH:30]=2)[CH2:24]1)=[N+:20]=[N-:21]. The yield is 0.900. (2) The reactants are O.[C:2]([N:10]1[C@H:17]2[C@H:13]([N:14]([C:18]([C@@H:20]([NH:25][C:26](=[O:36])[C:27]3[CH:32]=[CH:31][C:30]([N:33]([CH3:35])[CH3:34])=[CH:29][CH:28]=3)[CH2:21][CH:22]([CH3:24])[CH3:23])=[O:19])[CH2:15][CH2:16]2)[C:12](OC)([O:37]C)[CH2:11]1)(=[O:9])[C:3]1[CH:8]=[CH:7][CH:6]=[CH:5][CH:4]=1. The catalyst is FC(F)(F)C(O)=O. The product is [C:2]([N:10]1[C@H:17]2[C@H:13]([N:14]([C:18]([C@@H:20]([NH:25][C:26](=[O:36])[C:27]3[CH:32]=[CH:31][C:30]([N:33]([CH3:35])[CH3:34])=[CH:29][CH:28]=3)[CH2:21][CH:22]([CH3:24])[CH3:23])=[O:19])[CH2:15][CH2:16]2)[C:12](=[O:37])[CH2:11]1)(=[O:9])[C:3]1[CH:4]=[CH:5][CH:6]=[CH:7][CH:8]=1. The yield is 0.710.